From a dataset of hERG potassium channel inhibition data for cardiac toxicity prediction from Karim et al.. Regression/Classification. Given a drug SMILES string, predict its toxicity properties. Task type varies by dataset: regression for continuous values (e.g., LD50, hERG inhibition percentage) or binary classification for toxic/non-toxic outcomes (e.g., AMES mutagenicity, cardiotoxicity, hepatotoxicity). Dataset: herg_karim. (1) The drug is COc1cnc(-c2ccccn2)nc1NCc1ccccc1F. The result is 0 (non-blocker). (2) The molecule is O=C(NC1CN2CCC1CC2)c1cccc2oc(C3CC3)nc12. The result is 1 (blocker). (3) The result is 0 (non-blocker). The molecule is CC(=O)N1CCN(CCOc2ccc(C3CCN(C4=Nn5c(nnc5C(F)(F)F)CC4)CC3)cc2)CC1. (4) The drug is Nc1ccc(C(=O)N2C[C@H]3C[C@H](CN(Cc4ccccc4)C3)C2)cc1. The result is 1 (blocker). (5) The molecule is Cc1cc(CN2CCN(c3c(Br)cnc4[nH]c(N5CCN(C)CC5)nc34)CC2)no1. The result is 1 (blocker). (6) The compound is COc1ccc(S(=O)(=O)n2nc(C)c3cc(Cl)ccc32)cc1NC1CCN(C)CC1. The result is 0 (non-blocker). (7) The compound is c1ccc(CCN2[C@H]3CC[C@@H]2C[C@H](c2c(-c4ccccc4)[nH]c4ccccc24)C3)cc1. The result is 1 (blocker).